This data is from Reaction yield outcomes from USPTO patents with 853,638 reactions. The task is: Predict the reaction yield, written as a fraction of the theoretical maximum amount of product (1.0 means a 100% yield; for example, 0.34 means a 34% yield). (1) The reactants are [CH:1]([C:3]1[S:7][C:6]([NH2:8])=[N:5][CH:4]=1)=[O:2].[C:9]([O:13][C:14]([N:16]1[CH2:21][CH2:20][CH:19]([NH:22][CH:23]2[CH2:28][CH2:27][CH:26]([CH3:29])[CH2:25][CH2:24]2)[CH2:18][CH2:17]1)=[O:15])([CH3:12])([CH3:11])[CH3:10].C1N=CN([C:35](N2C=NC=C2)=[O:36])C=1. The catalyst is CN(C1C=CN=CC=1)C.C1COCC1. The product is [C:9]([O:13][C:14]([N:16]1[CH2:21][CH2:20][CH:19]([N:22]([CH:23]2[CH2:28][CH2:27][CH:26]([CH3:29])[CH2:25][CH2:24]2)[C:35]([NH:8][C:6]2[S:7][C:3]([CH:1]=[O:2])=[CH:4][N:5]=2)=[O:36])[CH2:18][CH2:17]1)=[O:15])([CH3:12])([CH3:10])[CH3:11]. The yield is 0.270. (2) The reactants are [Br:1][C:2]1[CH:11]=[C:10]([F:12])[C:5]2[N:6]=[C:7](N)[S:8][C:4]=2[CH:3]=1.N(OCCC(C)C)=O. The catalyst is CN(C=O)C. The product is [Br:1][C:2]1[CH:11]=[C:10]([F:12])[C:5]2[N:6]=[CH:7][S:8][C:4]=2[CH:3]=1. The yield is 0.420. (3) The reactants are [C:1]([C:3]1[N:8]=[C:7]([NH:9][C:10](=[O:14])[N:11]([CH3:13])[CH3:12])[CH:6]=[CH:5][CH:4]=1)#[N:2].[C:15](OC)(=[O:23])[C:16]1[C:17](=[CH:19][CH:20]=[CH:21][CH:22]=1)[SH:18].C(N(CC)CC)C. The catalyst is C1(C)C=CC=CC=1. The product is [CH3:13][N:11]([CH3:12])[C:10]([NH:9][C:7]1[CH:6]=[CH:5][CH:4]=[C:3]([C:1]2[S:18][C:17]3[CH:19]=[CH:20][CH:21]=[CH:22][C:16]=3[C:15](=[O:23])[N:2]=2)[N:8]=1)=[O:14]. The yield is 0.500. (4) The reactants are Cl.C([O:9][C:10](=[O:16])[C@H:11]1[CH2:15][CH2:14][CH2:13][NH:12]1)C1C=CC=CC=1.[C@@H:17]1([C:26]([OH:28])=O)[CH2:22][CH2:21][CH2:20][CH2:19][C@H:18]1[C:23]([OH:25])=O. The catalyst is CCOC(C)=O. The product is [C:10]([C@H:11]1[CH2:15][CH2:14][CH2:13][N:12]1[C:23]([C@H:18]1[CH2:19][CH2:20][CH2:21][CH2:22][C@@H:17]1[C:26]([N:12]1[CH2:13][CH2:14][CH2:15][CH:11]1[C:10]([OH:9])=[O:16])=[O:28])=[O:25])([OH:16])=[O:9]. The yield is 0.620. (5) The reactants are C([O:3][C:4](=[O:19])[CH:5]([O:16][CH2:17][CH3:18])[CH2:6][C:7]1[CH:8]=[C:9]2[C:13](=[CH:14][CH:15]=1)[NH:12][CH:11]=[CH:10]2)C.Cl[CH2:21][C:22]1[N:23]=[C:24]([C:28]2[S:29][CH:30]=[CH:31][CH:32]=2)[O:25][C:26]=1[CH3:27]. No catalyst specified. The product is [CH2:17]([O:16][CH:5]([CH2:6][C:7]1[CH:8]=[C:9]2[C:13](=[CH:14][CH:15]=1)[N:12]([CH2:21][C:22]1[N:23]=[C:24]([C:28]3[S:29][CH:30]=[CH:31][CH:32]=3)[O:25][C:26]=1[CH3:27])[CH:11]=[CH:10]2)[C:4]([OH:3])=[O:19])[CH3:18]. The yield is 0.310. (6) The reactants are [Cl:1][C:2]1[C:3]([O:30][C@H:31]2[CH2:36][CH2:35][CH2:34][CH2:33][C@@H:32]2[C:37]2[N:41]([CH3:42])[N:40]=[CH:39][CH:38]=2)=[CH:4][C:5]([F:29])=[C:6]([S:8]([N:11](CC2C=CC(OC)=CC=2OC)[C:12]2[CH:17]=[CH:16][N:15]=[CH:14][N:13]=2)(=[O:10])=[O:9])[CH:7]=1.C([SiH](CC)CC)C. The catalyst is ClCCl.FC(F)(F)C(O)=O. The product is [Cl:1][C:2]1[C:3]([O:30][C@H:31]2[CH2:36][CH2:35][CH2:34][CH2:33][C@@H:32]2[C:37]2[N:41]([CH3:42])[N:40]=[CH:39][CH:38]=2)=[CH:4][C:5]([F:29])=[C:6]([S:8]([NH:11][C:12]2[CH:17]=[CH:16][N:15]=[CH:14][N:13]=2)(=[O:10])=[O:9])[CH:7]=1. The yield is 0.990. (7) The reactants are [NH2:1][C@H:2]([C:6]([OH:8])=[O:7])[CH:3]([CH3:5])[CH3:4].[OH-].[Na+].[C:11]1([CH2:17][C:18](Cl)=[O:19])[CH:16]=[CH:15][CH:14]=[CH:13][CH:12]=1. No catalyst specified. The product is [CH3:4][CH:3]([CH2:2][CH3:6])[CH2:5][O:7][C:6](=[O:8])[C@H:2]([CH:3]([CH3:5])[CH3:4])[NH:1][C:18](=[O:19])[CH2:17][C:11]1[CH:16]=[CH:15][CH:14]=[CH:13][CH:12]=1. The yield is 0.690. (8) The reactants are [N:1]1([C:6]2[CH:11]=[CH:10][C:9]([C:12]3[N:16]([C:17]4[CH:22]=[CH:21][C:20]([C:23](=[O:25])[NH2:24])=[CH:19][C:18]=4[CH3:26])[C:15]([CH2:27][CH2:28][C:29]([O-:31])=[O:30])=[CH:14][CH:13]=3)=[CH:8][CH:7]=2)[CH:5]=[CH:4][N:3]=[CH:2]1.O[Li].O. The catalyst is C1COCC1.O. The product is [N:1]1([C:6]2[CH:11]=[CH:10][C:9]([C:12]3[N:16]([C:17]4[CH:22]=[CH:21][C:20]([C:23](=[O:25])[NH2:24])=[CH:19][C:18]=4[CH3:26])[C:15]([CH2:27][CH2:28][C:29]([OH:31])=[O:30])=[CH:14][CH:13]=3)=[CH:8][CH:7]=2)[CH:5]=[CH:4][N:3]=[CH:2]1. The yield is 0.550. (9) The reactants are Br[C:2]1[CH:3]=[N:4][CH:5]=[C:6]([Br:8])[CH:7]=1.[CH3:9][CH:10]([OH:14])[CH2:11][CH:12]=[CH2:13].C1(C)C=CC=CC=1P(C1C=CC=CC=1C)C1C=CC=CC=1C.C(N(CC)CC)C. The catalyst is O.C([O-])(=O)C.[Pd+2].C([O-])(=O)C.C(#N)C. The product is [Br:8][C:6]1[CH:7]=[C:2](/[CH:13]=[CH:12]/[CH2:11][CH:10]([OH:14])[CH3:9])[CH:3]=[N:4][CH:5]=1. The yield is 0.340. (10) The catalyst is O1CCCC1. The yield is 0.890. The reactants are C(N(CC)CC)C.[F:8][C:9]1[CH:14]=[CH:13][CH:12]=[CH:11][C:10]=1[N:15]1[CH2:20][CH2:19][NH:18][CH2:17][CH2:16]1.[Br:21][C:22]1[CH:27]=[CH:26][C:25]([S:28](Cl)(=[O:30])=[O:29])=[CH:24][CH:23]=1. The product is [Br:21][C:22]1[CH:27]=[CH:26][C:25]([S:28]([N:18]2[CH2:19][CH2:20][N:15]([C:10]3[CH:11]=[CH:12][CH:13]=[CH:14][C:9]=3[F:8])[CH2:16][CH2:17]2)(=[O:30])=[O:29])=[CH:24][CH:23]=1.